Task: Predict which catalyst facilitates the given reaction.. Dataset: Catalyst prediction with 721,799 reactions and 888 catalyst types from USPTO (1) Reactant: [CH3:1][C:2]1[CH:6]=[CH:5][O:4][C:3]=1[C:7]([OH:9])=O.CN(C(ON1N=NC2C=CC=NC1=2)=[N+](C)C)C.F[P-](F)(F)(F)(F)F.CCN(C(C)C)C(C)C.[NH2:43][C:44]1[CH:45]=[C:46]([CH:61]=[CH:62][CH:63]=1)[O:47][C:48]1[CH:53]=[CH:52][N:51]=[C:50]2[CH:54]=[C:55]([C:57]([O:59][CH3:60])=[O:58])[S:56][C:49]=12.Cl. Product: [CH3:1][C:2]1[CH:6]=[CH:5][O:4][C:3]=1[C:7]([NH:43][C:44]1[CH:45]=[C:46]([CH:61]=[CH:62][CH:63]=1)[O:47][C:48]1[CH:53]=[CH:52][N:51]=[C:50]2[CH:54]=[C:55]([C:57]([O:59][CH3:60])=[O:58])[S:56][C:49]=12)=[O:9]. The catalyst class is: 18. (2) Reactant: [CH3:1][C:2]1[CH:3]=[N:4][CH:5]=[C:6]([CH:9]=1)C#N.[C:10]([O-:13])([O-])=O.[Na+].[Na+].[CH2:16]1COCC1. Product: [CH3:1][C:2]1[CH:9]=[C:6]([C:10](=[O:13])[CH3:16])[CH:5]=[N:4][CH:3]=1. The catalyst class is: 28. (3) Reactant: [C:1]([O:4][C:5]1[CH:10]=[CH:9][C:8](/[CH:11]=[CH:12]/[C:13]([NH:15][C:16]2[CH:28]=[C:27]([O:29][C:30]3[CH:35]=[CH:34][CH:33]=[CH:32][CH:31]=3)[CH:26]=[CH:25][C:17]=2[C:18]([O:20]C(C)(C)C)=[O:19])=[O:14])=[CH:7][CH:6]=1)(=[O:3])[CH3:2]. Product: [C:1]([O:4][C:5]1[CH:10]=[CH:9][C:8](/[CH:11]=[CH:12]/[C:13]([NH:15][C:16]2[CH:28]=[C:27]([O:29][C:30]3[CH:35]=[CH:34][CH:33]=[CH:32][CH:31]=3)[CH:26]=[CH:25][C:17]=2[C:18]([OH:20])=[O:19])=[O:14])=[CH:7][CH:6]=1)(=[O:3])[CH3:2]. The catalyst class is: 55. (4) Reactant: [CH2:1]([N:8]1[CH2:13][CH2:12][N:11]([CH2:14][C:15]2[CH:20]=[CH:19][CH:18]=[CH:17][CH:16]=2)[CH2:10][CH:9]1[CH2:21][OH:22])[C:2]1[CH:7]=[CH:6][CH:5]=[CH:4][CH:3]=1.N1C=CN=C1.[C:28]([Si:32](Cl)([C:39]1[CH:44]=[CH:43][CH:42]=[CH:41][CH:40]=1)[C:33]1[CH:38]=[CH:37][CH:36]=[CH:35][CH:34]=1)([CH3:31])([CH3:30])[CH3:29]. The catalyst class is: 9. Product: [Si:32]([O:22][CH2:21][CH:9]1[CH2:10][N:11]([CH2:14][C:15]2[CH:20]=[CH:19][CH:18]=[CH:17][CH:16]=2)[CH2:12][CH2:13][N:8]1[CH2:1][C:2]1[CH:3]=[CH:4][CH:5]=[CH:6][CH:7]=1)([C:28]([CH3:31])([CH3:30])[CH3:29])([C:39]1[CH:40]=[CH:41][CH:42]=[CH:43][CH:44]=1)[C:33]1[CH:38]=[CH:37][CH:36]=[CH:35][CH:34]=1. (5) Reactant: F[C:2]1[CH:9]=[CH:8][C:5]([C:6]#[N:7])=[CH:4][C:3]=1[N+:10]([O-:12])=[O:11].[CH2:13]([NH2:15])[CH3:14]. Product: [CH2:13]([NH:15][C:2]1[CH:9]=[CH:8][C:5]([C:6]#[N:7])=[CH:4][C:3]=1[N+:10]([O-:12])=[O:11])[CH3:14]. The catalyst class is: 1.